This data is from Catalyst prediction with 721,799 reactions and 888 catalyst types from USPTO. The task is: Predict which catalyst facilitates the given reaction. Product: [Br:12][C:13]1[N:18]=[CH:17][C:16]([NH:19][C:20]2[S:21][CH:2]=[C:3]([C:5]3[CH:6]=[N:7][CH:8]=[CH:9][CH:10]=3)[N:22]=2)=[CH:15][CH:14]=1. The catalyst class is: 8. Reactant: Br[CH2:2][C:3]([C:5]1[CH:6]=[N:7][CH:8]=[CH:9][CH:10]=1)=O.Br.[Br:12][C:13]1[N:18]=[CH:17][C:16]([NH:19][C:20]([NH2:22])=[S:21])=[CH:15][CH:14]=1.